Task: Predict the product of the given reaction.. Dataset: Forward reaction prediction with 1.9M reactions from USPTO patents (1976-2016) (1) Given the reactants [NH2:1][C:2]1[CH:7]=[CH:6][C:5]([Br:8])=[CH:4][C:3]=1[NH:9][C:10]1[N:15]=[C:14]([NH2:16])[N:13]=[CH:12][N:11]=1.[CH:17]1([CH:20]=O)[CH2:19][CH2:18]1.OOS([O-])=O.[K+].C(=O)(O)[O-].[Na+], predict the reaction product. The product is: [Br:8][C:5]1[CH:6]=[CH:7][C:2]2[N:1]=[C:20]([CH:17]3[CH2:19][CH2:18]3)[N:9]([C:10]3[N:11]=[CH:12][N:13]=[C:14]([NH2:16])[N:15]=3)[C:3]=2[CH:4]=1. (2) Given the reactants CS(O[CH2:6][CH2:7][CH:8]([O:12][C:13]1[CH:18]=[C:17]([O:19][CH3:20])[CH:16]=[CH:15][C:14]=1[Cl:21])[CH:9]([CH3:11])[CH3:10])(=O)=O.OC(C(F)(F)F)=O.[CH3:29][N:30]([CH3:50])[C:31](=[O:49])[CH2:32][CH:33]1[C:41]2[C:36](=[CH:37][CH:38]=[CH:39][CH:40]=2)[N:35]([CH:42]2[CH2:47][CH2:46][NH:45][CH2:44][CH2:43]2)[C:34]1=[O:48].C(N(CC)C(C)C)(C)C, predict the reaction product. The product is: [Cl:21][C:14]1[CH:15]=[CH:16][C:17]([O:19][CH3:20])=[CH:18][C:13]=1[O:12][CH:8]([CH:9]([CH3:11])[CH3:10])[CH2:7][CH2:6][N:45]1[CH2:46][CH2:47][CH:42]([N:35]2[C:36]3[C:41](=[CH:40][CH:39]=[CH:38][CH:37]=3)[CH:33]([CH2:32][C:31]([N:30]([CH3:50])[CH3:29])=[O:49])[C:34]2=[O:48])[CH2:43][CH2:44]1. (3) Given the reactants [C:1]([C:5]1[CH:6]=[C:7]([C:16]2[N:17]=[C:18]([C:21]3([NH:27][C:28](=O)OCC4C5C=CC=CC=5C5C4=CC=CC=5)[CH2:26][CH2:25][O:24][CH2:23][CH2:22]3)[S:19][CH:20]=2)[CH:8]=[C:9]([C:12]([CH3:15])([CH3:14])[CH3:13])[C:10]=1[OH:11])([CH3:4])([CH3:3])[CH3:2].C=O.[BH4-].[Na+].[ClH:49], predict the reaction product. The product is: [ClH:49].[C:12]([C:9]1[CH:8]=[C:7]([C:16]2[N:17]=[C:18]([C:21]3([NH:27][CH3:28])[CH2:26][CH2:25][O:24][CH2:23][CH2:22]3)[S:19][CH:20]=2)[CH:6]=[C:5]([C:1]([CH3:4])([CH3:3])[CH3:2])[C:10]=1[OH:11])([CH3:15])([CH3:14])[CH3:13]. (4) Given the reactants [Br:1][C:2]1[CH:7]=[CH:6][C:5]([CH:8]([CH2:16][C:17]([O:19][CH2:20][C:21]2[CH:26]=[CH:25][CH:24]=[CH:23][CH:22]=2)=[O:18])[C:9]([O:11]C(C)(C)C)=[O:10])=[CH:4][CH:3]=1, predict the reaction product. The product is: [CH2:20]([O:19][C:17](=[O:18])[CH2:16][CH:8]([C:5]1[CH:4]=[CH:3][C:2]([Br:1])=[CH:7][CH:6]=1)[C:9]([OH:11])=[O:10])[C:21]1[CH:22]=[CH:23][CH:24]=[CH:25][CH:26]=1. (5) Given the reactants [CH3:1][S:2][C:3]1[CH:4]=[C:5]([CH:9]=[CH:10][C:11]=1[S:12][CH3:13])[CH2:6][C:7]#[N:8].C[O:15][N:16]=O, predict the reaction product. The product is: [OH:15][N:16]=[C:6]([C:7]#[N:8])[C:5]1[CH:9]=[CH:10][C:11]([S:12][CH3:13])=[C:3]([S:2][CH3:1])[CH:4]=1. (6) Given the reactants O[C:2]1[C:9]([N+:10]([O-:12])=[O:11])=[C:8]([CH3:13])[C:5]([C:6]#[N:7])=[C:4]([CH3:14])[N:3]=1.P(Cl)(Cl)([Cl:17])=O, predict the reaction product. The product is: [Cl:17][C:2]1[C:9]([N+:10]([O-:12])=[O:11])=[C:8]([CH3:13])[C:5]([C:6]#[N:7])=[C:4]([CH3:14])[N:3]=1. (7) Given the reactants C([Si](C)(C)[O:6][C:7]1[CH:8]=[CH:9][C:10]2[C:11]3[CH2:35][CH2:34][O:33][CH2:32][C:12]=3[CH:13]([C:17]3[CH:31]=[CH:30][C:20]([O:21][CH2:22][CH2:23][N:24]4[CH2:29][CH2:28][CH2:27][CH2:26][CH2:25]4)=[CH:19][CH:18]=3)[O:14][C:15]=2[CH:16]=1)(C)(C)C.C(#N)C.N1C=CC=CC=1.C1C=CN=CC=1.F, predict the reaction product. The product is: [N:24]1([CH2:23][CH2:22][O:21][C:20]2[CH:19]=[CH:18][C:17]([CH:13]3[C:12]4[CH2:32][O:33][CH2:34][CH2:35][C:11]=4[C:10]4[CH:9]=[CH:8][C:7]([OH:6])=[CH:16][C:15]=4[O:14]3)=[CH:31][CH:30]=2)[CH2:29][CH2:28][CH2:27][CH2:26][CH2:25]1. (8) Given the reactants [CH2:1]([NH:9][C:10]([N:12]1[CH2:17][CH2:16][CH:15]([NH:18][C:19]2[CH:24]=[CH:23][C:22]([CH2:25][CH2:26][NH:27][CH2:28][C@@H:29]([C:31]3[CH:36]=[CH:35][C:34]([O:37]CC4C=CC=CC=4)=[C:33]([NH:45][S:46]([CH3:49])(=[O:48])=[O:47])[CH:32]=3)[OH:30])=[CH:21][CH:20]=2)[CH2:14][CH2:13]1)=[O:11])[CH2:2][CH2:3][CH2:4][CH2:5][CH2:6][CH2:7][CH3:8].[H][H], predict the reaction product. The product is: [CH2:1]([NH:9][C:10]([N:12]1[CH2:17][CH2:16][CH:15]([NH:18][C:19]2[CH:24]=[CH:23][C:22]([CH2:25][CH2:26][NH:27][CH2:28][C@H:29]([OH:30])[C:31]3[CH:36]=[CH:35][C:34]([OH:37])=[C:33]([NH:45][S:46]([CH3:49])(=[O:48])=[O:47])[CH:32]=3)=[CH:21][CH:20]=2)[CH2:14][CH2:13]1)=[O:11])[CH2:2][CH2:3][CH2:4][CH2:5][CH2:6][CH2:7][CH3:8]. (9) Given the reactants [CH:1]1[C:6]([CH:7]([OH:10])[CH2:8][NH2:9])=[CH:5][CH:4]=[C:3]([OH:11])[CH:2]=1.Cl.[C:24](OC(OC(O[C:24]([CH3:27])([CH3:26])[CH3:25])=O)=O)([CH3:27])([CH3:26])[CH3:25].[CH3:28][OH:29], predict the reaction product. The product is: [OH:10][CH:7]([C:6]1[CH:5]=[CH:4][C:3]([OH:11])=[CH:2][CH:1]=1)[CH2:8][NH:9][C:28]([C:24]([CH3:25])([CH3:26])[CH3:27])=[O:29].